Dataset: Forward reaction prediction with 1.9M reactions from USPTO patents (1976-2016). Task: Predict the product of the given reaction. (1) Given the reactants [CH3:1][N:2]1[C:6]([NH:7][C:8]2[CH:13]=[C:12]([NH:14][C:15]3[CH:24]=[CH:23][CH:22]=[CH:21][C:16]=3[C:17]([NH:19][CH3:20])=[O:18])[C:11]([C:25]([CH3:27])=[CH2:26])=[CH:10][N:9]=2)=[CH:5][C:4]([CH3:28])=[N:3]1.N#N, predict the reaction product. The product is: [CH3:1][N:2]1[C:6]([NH:7][C:8]2[CH:13]=[C:12]([NH:14][C:15]3[CH:24]=[CH:23][CH:22]=[CH:21][C:16]=3[C:17]([NH:19][CH3:20])=[O:18])[C:11]([CH:25]([CH3:26])[CH3:27])=[CH:10][N:9]=2)=[CH:5][C:4]([CH3:28])=[N:3]1. (2) Given the reactants [CH:1]([C:4]1[O:8][C:7]([C:9]2[CH:17]=[CH:16][C:12]([C:13]([NH2:15])=[O:14])=[CH:11][CH:10]=2)=[N:6][N:5]=1)([CH3:3])[CH3:2].C(Cl)(=O)[C:19](Cl)=[O:20], predict the reaction product. The product is: [CH:1]([C:4]1[O:8][C:7]([C:9]2[CH:17]=[CH:16][C:12]([C:13]([N:15]=[C:19]=[O:20])=[O:14])=[CH:11][CH:10]=2)=[N:6][N:5]=1)([CH3:3])[CH3:2].